Dataset: Full USPTO retrosynthesis dataset with 1.9M reactions from patents (1976-2016). Task: Predict the reactants needed to synthesize the given product. (1) Given the product [C:19]([C:3]1[C:4]2[NH:5][C:6](=[O:18])[N:7]([CH:12]3[CH2:13][CH2:14][N:15]([C:22]4[S:23][C:24]5[C:30]([C:31]([O:33][CH2:34][CH3:35])=[O:32])=[CH:29][CH:28]=[CH:27][C:25]=5[N:26]=4)[CH2:16][CH2:17]3)[C:8](=[O:11])[C:9]=2[NH:10][C:2]=1[CH3:1])#[N:20], predict the reactants needed to synthesize it. The reactants are: [CH3:1][C:2]1[NH:10][C:9]2[C:8](=[O:11])[N:7]([CH:12]3[CH2:17][CH2:16][NH:15][CH2:14][CH2:13]3)[C:6](=[O:18])[NH:5][C:4]=2[C:3]=1[C:19]#[N:20].Br[C:22]1[S:23][C:24]2[C:30]([C:31]([O:33][CH2:34][CH3:35])=[O:32])=[CH:29][CH:28]=[CH:27][C:25]=2[N:26]=1. (2) Given the product [N:12]([CH2:11][CH:5]1[CH2:10][CH2:9][CH2:8][CH2:7][CH2:6]1)=[C:1]=[S:2], predict the reactants needed to synthesize it. The reactants are: [C:1](Cl)(Cl)=[S:2].[CH:5]1([CH2:11][NH2:12])[CH2:10][CH2:9][CH2:8][CH2:7][CH2:6]1.[OH-].[Na+].